From a dataset of Catalyst prediction with 721,799 reactions and 888 catalyst types from USPTO. Predict which catalyst facilitates the given reaction. (1) Reactant: [F:1][C:2]1[CH:3]=[C:4]([NH:9][C:10]([C:12]2[NH:13][C:14]3[C:19]([CH:20]=2)=[CH:18][C:17]([CH:21]([CH:23]2[CH2:27][CH2:26][NH:25][CH2:24]2)[CH3:22])=[CH:16][CH:15]=3)=[O:11])[CH:5]=[C:6]([F:8])[CH:7]=1.Br[CH2:29][C:30]#[N:31]. Product: [C:30]([CH2:29][N:25]1[CH2:26][CH2:27][CH:23]([CH:21]([C:17]2[CH:18]=[C:19]3[C:14](=[CH:15][CH:16]=2)[NH:13][C:12]([C:10]([NH:9][C:4]2[CH:5]=[C:6]([F:8])[CH:7]=[C:2]([F:1])[CH:3]=2)=[O:11])=[CH:20]3)[CH3:22])[CH2:24]1)#[N:31]. The catalyst class is: 37. (2) Reactant: [CH:1]([C:3]1[C:11]2[C:6](=[CH:7][CH:8]=[C:9]([C:12]([OH:14])=[O:13])[CH:10]=2)[NH:5][N:4]=1)=O.[C:15]1([NH2:22])[C:16]([NH2:21])=[CH:17][CH:18]=[CH:19][CH:20]=1.[S]. Product: [NH:21]1[C:16]2[CH:17]=[CH:18][CH:19]=[CH:20][C:15]=2[N:22]=[C:1]1[C:3]1[C:11]2[C:6](=[CH:7][CH:8]=[C:9]([C:12]([OH:14])=[O:13])[CH:10]=2)[NH:5][N:4]=1. The catalyst class is: 3. (3) Reactant: Br[C:2]1[C:6]([C:7]2[N:8]=[C:9]([NH:12][C:13]3[N:18]=[CH:17][CH:16]=[CH:15][N:14]=3)[S:10][CH:11]=2)=[CH:5][N:4]([CH2:19][C:20]2[CH:25]=[CH:24][C:23]([O:26][CH3:27])=[CH:22][CH:21]=2)[N:3]=1.[F:28][C:29]1[CH:30]=[CH:31][C:32]([O:38][CH3:39])=[C:33](B(O)O)[CH:34]=1.O.C([O-])(O)=O.[Na+]. Product: [F:28][C:29]1[CH:34]=[CH:33][C:32]([O:38][CH3:39])=[C:31]([C:2]2[C:6]([C:7]3[N:8]=[C:9]([NH:12][C:13]4[N:18]=[CH:17][CH:16]=[CH:15][N:14]=4)[S:10][CH:11]=3)=[CH:5][N:4]([CH2:19][C:20]3[CH:25]=[CH:24][C:23]([O:26][CH3:27])=[CH:22][CH:21]=3)[N:3]=2)[CH:30]=1. The catalyst class is: 77.